Dataset: Catalyst prediction with 721,799 reactions and 888 catalyst types from USPTO. Task: Predict which catalyst facilitates the given reaction. (1) Reactant: [N:1]1[C:13]2[C:12]3[CH:11]=[CH:10][CH:9]=[CH:8][C:7]=3[NH:6][C:5]=2[N:4]=[C:3]([SH:14])[N:2]=1.I[CH2:16][CH2:17][CH2:18][CH3:19]. Product: [CH2:16]([S:14][C:3]1[N:2]=[N:1][C:13]2[C:12]3[CH:11]=[CH:10][CH:9]=[CH:8][C:7]=3[NH:6][C:5]=2[N:4]=1)[CH2:17][CH2:18][CH3:19]. The catalyst class is: 5. (2) Reactant: [F:1][C:2]1[CH:3]=[C:4]([NH:12][CH2:13][CH2:14][O:15][CH3:16])[C:5]([C:8]([O:10][CH3:11])=[O:9])=[N:6][CH:7]=1.C1C(=O)N([Br:24])C(=O)C1. Product: [Br:24][C:7]1[N:6]=[C:5]([C:8]([O:10][CH3:11])=[O:9])[C:4]([NH:12][CH2:13][CH2:14][O:15][CH3:16])=[CH:3][C:2]=1[F:1]. The catalyst class is: 10. (3) Reactant: C(Cl)(=O)C(Cl)=O.CS(C)=O.[N:11]1[C:20]2[C:15](=[CH:16][CH:17]=[CH:18][CH:19]=2)[CH:14]=[C:13]([CH2:21][CH2:22][CH2:23][OH:24])[CH:12]=1.O. The catalyst class is: 2. Product: [N:11]1[C:20]2[C:15](=[CH:16][CH:17]=[CH:18][CH:19]=2)[CH:14]=[C:13]([CH2:21][CH2:22][CH:23]=[O:24])[CH:12]=1. (4) Reactant: Br[C:2]1[C:15]2[C:16]3=[C:17]4[C:12](=[CH:13][CH:14]=2)[CH:11]=[CH:10][C:9]([C:18]2[C:27]5[C:22](=[CH:23][CH:24]=[CH:25][CH:26]=5)[CH:21]=[CH:20][CH:19]=2)=[C:8]4[CH:7]=[CH:6][C:5]3=[CH:4][CH:3]=1.[CH3:28][C:29]1([CH3:63])[C:53]2[C:33]([CH:34]=[C:35]3[CH:52]=[C:51]4[C:38]([C:39]5[C:44]([C:45]6[C:50]4=[CH:49][CH:48]=[CH:47][CH:46]=6)=[CH:43][CH:42]=[CH:41][CH:40]=5)=[CH:37][C:36]3=2)=[CH:32][C:31](B2OC(C)(C)C(C)(C)O2)=[CH:30]1.C([O-])([O-])=O.[Na+].[Na+].CCO. Product: [CH3:63][C:29]1([CH3:28])[C:53]2[C:33]([CH:34]=[C:35]3[CH:52]=[C:51]4[C:38]([C:39]5[C:44]([C:45]6[C:50]4=[CH:49][CH:48]=[CH:47][CH:46]=6)=[CH:43][CH:42]=[CH:41][CH:40]=5)=[CH:37][C:36]3=2)=[CH:32][C:31]([C:2]2[C:15]3[C:16]4=[C:17]5[C:12](=[CH:13][CH:14]=3)[CH:11]=[CH:10][C:9]([C:18]3[C:27]6[C:22](=[CH:23][CH:24]=[CH:25][CH:26]=6)[CH:21]=[CH:20][CH:19]=3)=[C:8]5[CH:7]=[CH:6][C:5]4=[CH:4][CH:3]=2)=[CH:30]1. The catalyst class is: 206. (5) The catalyst class is: 12. Reactant: [F:1][CH:2]([F:38])[O:3][C:4]1[CH:5]=[C:6]([N:10]2[CH:14]=[C:13]([C:15]([NH:17][C:18]3[CH:23]=[CH:22][C:21]([C@@H:24]4[O:29][CH2:28][CH2:27][N:26](C(OC(C)(C)C)=O)[CH2:25]4)=[CH:20][C:19]=3[F:37])=[O:16])[CH:12]=[N:11]2)[CH:7]=[CH:8][CH:9]=1.[ClH:39].CCOCC. Product: [ClH:39].[F:38][CH:2]([F:1])[O:3][C:4]1[CH:5]=[C:6]([N:10]2[CH:14]=[C:13]([C:15]([NH:17][C:18]3[CH:23]=[CH:22][C:21]([C@@H:24]4[O:29][CH2:28][CH2:27][NH:26][CH2:25]4)=[CH:20][C:19]=3[F:37])=[O:16])[CH:12]=[N:11]2)[CH:7]=[CH:8][CH:9]=1. (6) Reactant: [C:1]([C:4]1[C:12]2[C:7](=[CH:8][CH:9]=[C:10]([C:13]3[CH:18]=[CH:17][C:16]([N:19]4[CH2:24][CH2:23][O:22][CH2:21][CH2:20]4)=[CH:15][CH:14]=3)[CH:11]=2)[N:6]([CH2:25][C:26]([O:28]C(C)(C)C)=[O:27])[N:5]=1)(=[O:3])[NH2:2]. Product: [C:1]([C:4]1[C:12]2[C:7](=[CH:8][CH:9]=[C:10]([C:13]3[CH:14]=[CH:15][C:16]([N:19]4[CH2:24][CH2:23][O:22][CH2:21][CH2:20]4)=[CH:17][CH:18]=3)[CH:11]=2)[N:6]([CH2:25][C:26]([OH:28])=[O:27])[N:5]=1)(=[O:3])[NH2:2]. The catalyst class is: 89.